This data is from Forward reaction prediction with 1.9M reactions from USPTO patents (1976-2016). The task is: Predict the product of the given reaction. (1) Given the reactants [Cl:1][C:2]1[CH:10]=[CH:9][C:8]([S:11]([CH3:14])(=[O:13])=[O:12])=[CH:7][C:3]=1[C:4]([OH:6])=[O:5].Cl[C:16]1C=CC(S(O)=O)=[CH:21][C:17]=1C(O)=O.BrCC1CC1, predict the reaction product. The product is: [Cl:1][C:2]1[CH:10]=[CH:9][C:8]([S:11]([CH2:14][CH:21]2[CH2:17][CH2:16]2)(=[O:13])=[O:12])=[CH:7][C:3]=1[C:4]([OH:6])=[O:5]. (2) Given the reactants [NH:1]1[C:9]2[C:4](=[CH:5][CH:6]=[CH:7][CH:8]=2)[C:3]([C:10]2[N:15]=[C:14]([NH:16][C:17]3[CH:22]=[CH:21][N:20]=[CH:19][CH:18]=3)[C:13]([O:23][CH3:24])=[CH:12][N:11]=2)=[N:2]1.[H-].[Na+].Br[CH2:28][C:29]1[C:34]([F:35])=[C:33]([CH3:36])[CH:32]=[CH:31][C:30]=1[Cl:37], predict the reaction product. The product is: [Cl:37][C:30]1[C:29]([CH2:28][N:1]2[C:9]3[C:4](=[CH:5][CH:6]=[CH:7][CH:8]=3)[C:3]([C:10]3[N:15]=[C:14]([NH:16][C:17]4[CH:22]=[CH:21][N:20]=[CH:19][CH:18]=4)[C:13]([O:23][CH3:24])=[CH:12][N:11]=3)=[N:2]2)=[C:34]([F:35])[C:33]([CH3:36])=[CH:32][CH:31]=1. (3) Given the reactants C([O:8][C:9]1[CH:14]=[CH:13][C:12]([C:15]2[O:19][N:18]=[C:17]([C:20]3[CH:32]=[CH:31][C:23]([O:24][C:25]4[CH:30]=[CH:29][N:28]=[CH:27][CH:26]=4)=[CH:22][CH:21]=3)[N:16]=2)=[CH:11][CH:10]=1)C1C=CC=CC=1.C1COCC1, predict the reaction product. The product is: [N:28]1[CH:29]=[CH:30][C:25]([O:24][C:23]2[CH:22]=[CH:21][C:20]([C:17]3[N:16]=[C:15]([C:12]4[CH:13]=[CH:14][C:9]([OH:8])=[CH:10][CH:11]=4)[O:19][N:18]=3)=[CH:32][CH:31]=2)=[CH:26][CH:27]=1. (4) Given the reactants [Cl:1][C:2]1[CH:3]=[N:4][C:5]2[CH:6]([NH:11][C:12]3[CH:13]=[CH:14][C:15]([F:26])=[C:16]([C@@:18]4([CH3:25])[NH:23][C:22](=O)[CH2:21][O:20][CH2:19]4)[CH:17]=3)[CH2:7][CH2:8][C:9]=2[CH:10]=1.COC1C=CC(P2(SP(C3C=CC(OC)=CC=3)(=S)S2)=[S:36])=CC=1, predict the reaction product. The product is: [Cl:1][C:2]1[CH:3]=[N:4][C:5]2[CH:6]([NH:11][C:12]3[CH:13]=[CH:14][C:15]([F:26])=[C:16]([C@@:18]4([CH3:25])[NH:23][C:22](=[S:36])[CH2:21][O:20][CH2:19]4)[CH:17]=3)[CH2:7][CH2:8][C:9]=2[CH:10]=1. (5) Given the reactants [F:1][C:2]1[C:11]2[C:6](=[CH:7][CH:8]=[CH:9][CH:10]=2)[CH:5]=[CH:4][C:3]=1[O:12][CH2:13][CH2:14][NH:15]C(=O)OC(C)(C)C.[ClH:23], predict the reaction product. The product is: [Cl-:23].[F:1][C:2]1[C:11]2[C:6](=[CH:7][CH:8]=[CH:9][CH:10]=2)[CH:5]=[CH:4][C:3]=1[O:12][CH2:13][CH2:14][NH3+:15].